This data is from Catalyst prediction with 721,799 reactions and 888 catalyst types from USPTO. The task is: Predict which catalyst facilitates the given reaction. (1) Reactant: [C:1]1([C:8]2[CH:13]=[CH:12][CH:11]=[CH:10][CH:9]=2)[CH:6]=[CH:5][C:4]([NH2:7])=[CH:3][CH:2]=1.[CH:14]1[CH:19]=[CH:18][C:17]([O:20][C:21](OC2C=CC=CC=2)=[N:22][C:23]#[N:24])=[CH:16][CH:15]=1. Product: [C:1]1([C:8]2[CH:13]=[CH:12][CH:11]=[CH:10][CH:9]=2)[CH:2]=[CH:3][C:4]([NH:7]/[C:21](=[N:22]/[C:23]#[N:24])/[O:20][C:17]2[CH:18]=[CH:19][CH:14]=[CH:15][CH:16]=2)=[CH:5][CH:6]=1. The catalyst class is: 10. (2) Reactant: FC(F)(F)S(O[C:7]1[CH2:8][CH2:9][N:10]([C:13]([O:15][C:16]([CH3:19])([CH3:18])[CH3:17])=[O:14])[CH2:11][CH:12]=1)(=O)=O.[CH2:22]([O:24][C:25]([C:27]1[CH:28]=[C:29](B(O)O)[CH:30]=[CH:31][CH:32]=1)=[O:26])[CH3:23].[Cl-].[Li+].C([O-])([O-])=O.[Na+].[Na+]. Product: [CH2:22]([O:24][C:25]([C:27]1[CH:32]=[C:31]([C:7]2[CH2:8][CH2:9][N:10]([C:13]([O:15][C:16]([CH3:19])([CH3:18])[CH3:17])=[O:14])[CH2:11][CH:12]=2)[CH:30]=[CH:29][CH:28]=1)=[O:26])[CH3:23]. The catalyst class is: 104.